Dataset: Full USPTO retrosynthesis dataset with 1.9M reactions from patents (1976-2016). Task: Predict the reactants needed to synthesize the given product. (1) Given the product [CH2:27]([N:34]1[CH2:13][CH:9]([C:6]2[CH:5]=[CH:4][C:3]([O:2][CH3:1])=[CH:8][CH:7]=2)[N:10]([CH:16]([CH:24]([CH3:25])[CH3:26])[C:17]([OH:19])=[O:18])[C:35]1=[O:36])[C:28]1[CH:33]=[CH:32][CH:31]=[CH:30][CH:29]=1, predict the reactants needed to synthesize it. The reactants are: [CH3:1][O:2][C:3]1[CH:8]=[CH:7][C:6]([CH:9]2[CH2:13]OS(=O)(=O)[N:10]2[CH:16]([CH:24]([CH3:26])[CH3:25])[C:17]([O:19]C(C)(C)C)=[O:18])=[CH:5][CH:4]=1.[CH2:27]([NH2:34])[C:28]1[CH:33]=[CH:32][CH:31]=[CH:30][CH:29]=1.[C:35]([O-])([O-])=[O:36].[Cs+].[Cs+].C(Cl)(Cl)=O.Cl. (2) Given the product [CH2:1]([O:3][C:4]([N:6]1[CH2:20][CH2:19][C:10]2[C:11]3[CH:12]([OH:18])[CH2:13][CH2:14][C:15]=3[CH:16]=[CH:17][C:9]=2[CH2:8][CH2:7]1)=[O:5])[CH3:2], predict the reactants needed to synthesize it. The reactants are: [CH2:1]([O:3][C:4]([N:6]1[CH2:20][CH2:19][C:10]2[C:11]3[C:12](=[O:18])[CH2:13][CH2:14][C:15]=3[CH:16]=[CH:17][C:9]=2[CH2:8][CH2:7]1)=[O:5])[CH3:2].[BH4-].[Na+]. (3) Given the product [CH:1]1([C:4]2[C:5]([O:12][CH2:13][C:14]([F:17])([F:15])[F:16])=[CH:6][C:7]([C:10](=[N:19][OH:20])[NH2:11])=[N:8][CH:9]=2)[CH2:3][CH2:2]1, predict the reactants needed to synthesize it. The reactants are: [CH:1]1([C:4]2[C:5]([O:12][CH2:13][C:14]([F:17])([F:16])[F:15])=[CH:6][C:7]([C:10]#[N:11])=[N:8][CH:9]=2)[CH2:3][CH2:2]1.Cl.[NH2:19][OH:20].C(N(CC)CC)C.C(OCC)(=O)C. (4) Given the product [CH2:15]([N:17]1[C:25]2[C:20](=[N:21][CH:22]=[C:23]([CH3:26])[CH:24]=2)[N:19]([C:27]2[CH:32]=[CH:31][C:30]([O:33][C:3]3[N:2]([CH3:1])[C:6]4=[N:7][CH:8]=[CH:9][CH:10]=[C:5]4[N:4]=3)=[CH:29][CH:28]=2)[C:18]1=[O:34])[CH3:16], predict the reactants needed to synthesize it. The reactants are: [CH3:1][N:2]1[C:6]2=[N:7][CH:8]=[CH:9][CH:10]=[C:5]2[N:4]=[C:3]1S(C)(=O)=O.[CH2:15]([N:17]1[C:25]2[C:20](=[N:21][CH:22]=[C:23]([CH3:26])[CH:24]=2)[N:19]([C:27]2[CH:32]=[CH:31][C:30]([OH:33])=[CH:29][CH:28]=2)[C:18]1=[O:34])[CH3:16].[H-].[Na+]. (5) Given the product [CH:12]([C:8]1([OH:11])[CH2:7][CH2:6][C:5]2([O:4][CH2:3][CH2:2][O:1]2)[CH2:10][CH2:9]1)([CH3:14])[CH3:13], predict the reactants needed to synthesize it. The reactants are: [O:1]1[C:5]2([CH2:10][CH2:9][C:8](=[O:11])[CH2:7][CH2:6]2)[O:4][CH2:3][CH2:2]1.[CH:12]([Mg]Cl)([CH3:14])[CH3:13]. (6) Given the product [Br:12][C:10]1[N:11]=[C:7]([Si:14]([CH3:16])([CH3:15])[CH3:13])[S:8][CH:9]=1, predict the reactants needed to synthesize it. The reactants are: [Li]CCCC.Br[C:7]1[S:8][CH:9]=[C:10]([Br:12])[N:11]=1.[CH3:13][Si:14](Cl)([CH3:16])[CH3:15]. (7) Given the product [CH3:1][C:2]1[CH:7]=[CH:6][N:5]=[C:4]([C:8]2[O:9][C:10]3[CH2:11][N:12]([C:18]4[CH:19]=[C:20]([CH:23]=[CH:24][CH:25]=4)[C:21]#[N:22])[CH2:13][CH2:14][C:15]=3[N:16]=2)[CH:3]=1, predict the reactants needed to synthesize it. The reactants are: [CH3:1][C:2]1[CH:7]=[CH:6][N:5]=[C:4]([C:8]2[O:9][C:10]3[CH2:11][NH:12][CH2:13][CH2:14][C:15]=3[N:16]=2)[CH:3]=1.Br[C:18]1[CH:19]=[C:20]([CH:23]=[CH:24][CH:25]=1)[C:21]#[N:22].C([O-])([O-])=O.[Cs+].[Cs+].CC1(C)C2C(=C(P(C3C=CC=CC=3)C3C=CC=CC=3)C=CC=2)OC2C(P(C3C=CC=CC=3)C3C=CC=CC=3)=CC=CC1=2.